From a dataset of Peptide-MHC class I binding affinity with 185,985 pairs from IEDB/IMGT. Regression. Given a peptide amino acid sequence and an MHC pseudo amino acid sequence, predict their binding affinity value. This is MHC class I binding data. (1) The peptide sequence is LTPIFSDLLK. The MHC is HLA-A11:01 with pseudo-sequence HLA-A11:01. The binding affinity (normalized) is 0.920. (2) The peptide sequence is RGRGVAIHR. The MHC is HLA-A31:01 with pseudo-sequence HLA-A31:01. The binding affinity (normalized) is 0.822. (3) The peptide sequence is WMMAMRYPI. The MHC is HLA-C07:01 with pseudo-sequence HLA-C07:01. The binding affinity (normalized) is 0.0847. (4) The peptide sequence is HEDLMAAYV. The MHC is HLA-B44:03 with pseudo-sequence HLA-B44:03. The binding affinity (normalized) is 0.212. (5) The peptide sequence is MMMTACDDGR. The MHC is HLA-A03:01 with pseudo-sequence HLA-A03:01. The binding affinity (normalized) is 0.506. (6) The peptide sequence is IFPSMYFLM. The MHC is HLA-A24:02 with pseudo-sequence HLA-A24:02. The binding affinity (normalized) is 0.936. (7) The peptide sequence is ILMDTICGT. The MHC is HLA-A26:01 with pseudo-sequence HLA-A26:01. The binding affinity (normalized) is 0.0847. (8) The peptide sequence is FASADNHPK. The MHC is HLA-A68:01 with pseudo-sequence HLA-A68:01. The binding affinity (normalized) is 0.629. (9) The peptide sequence is KYFVRSTEK. The MHC is HLA-B58:01 with pseudo-sequence HLA-B58:01. The binding affinity (normalized) is 0.0847. (10) The peptide sequence is LPRERFRKT. The MHC is HLA-A02:01 with pseudo-sequence HLA-A02:01. The binding affinity (normalized) is 0.0847.